Dataset: Forward reaction prediction with 1.9M reactions from USPTO patents (1976-2016). Task: Predict the product of the given reaction. (1) Given the reactants C(OC([C:6]1[NH:7][C:8]([CH3:18])=[C:9]([CH2:12][CH2:13][C:14]([O:16]C)=[O:15])[C:10]=1[CH3:11])=O)C.[OH-].[Na+], predict the reaction product. The product is: [CH3:18][C:8]1[NH:7][CH:6]=[C:10]([CH3:11])[C:9]=1[CH2:12][CH2:13][C:14]([OH:16])=[O:15]. (2) Given the reactants [CH3:1][O:2][C:3]1[CH:8]=[CH:7][C:6]([CH:9](O)[CH:10]([CH3:12])[CH3:11])=[CH:5][CH:4]=1.C([SiH](CC)CC)C.FC(F)(F)C(O)=O, predict the reaction product. The product is: [CH2:9]([C:6]1[CH:5]=[CH:4][C:3]([O:2][CH3:1])=[CH:8][CH:7]=1)[CH:10]([CH3:12])[CH3:11]. (3) Given the reactants Cl.C[O:3][C:4](=O)[C@@H:5]([C:7]1[CH:12]=[CH:11][CH:10]=[CH:9][CH:8]=1)[NH2:6].[NH4+:14].[OH-], predict the reaction product. The product is: [C:7]1([C@@H:5]([NH2:6])[CH2:4][NH2:14])[CH:12]=[CH:11][CH:10]=[CH:9][CH:8]=1.[NH2:6][C@H:5]([C:7]1[CH:12]=[CH:11][CH:10]=[CH:9][CH:8]=1)[C:4]([NH2:14])=[O:3].